This data is from Full USPTO retrosynthesis dataset with 1.9M reactions from patents (1976-2016). The task is: Predict the reactants needed to synthesize the given product. (1) Given the product [CH2:1]([O:3][C:4]1[CH:13]=[C:12]2[C:7]([CH2:8][CH2:9][CH:10]([NH:14][CH2:21][CH2:22][CH3:23])[CH2:11]2)=[CH:6][CH:5]=1)[CH3:2], predict the reactants needed to synthesize it. The reactants are: [CH2:1]([O:3][C:4]1[CH:13]=[C:12]2[C:7]([CH2:8][CH2:9][CH:10]([N:14]([CH2:21][CH2:22][CH3:23])C(=O)C(F)(F)F)[CH2:11]2)=[CH:6][CH:5]=1)[CH3:2]. (2) Given the product [CH2:1]([S:3][C:4]1[CH:26]=[CH:25][CH:24]=[CH:23][C:5]=1[C:6]1[N:19]([CH2:20][CH2:21][CH3:22])[C:10]2=[N:11][CH:12]=[C:13]([C:15]([F:18])([F:17])[F:16])[CH:14]=[C:9]2[N:8]=1)[CH3:2], predict the reactants needed to synthesize it. The reactants are: [CH2:1]([S:3][C:4]1[CH:26]=[CH:25][CH:24]=[CH:23][C:5]=1[C:6]([NH:8][C:9]1[C:10]([NH:19][CH2:20][CH2:21][CH3:22])=[N:11][CH:12]=[C:13]([C:15]([F:18])([F:17])[F:16])[CH:14]=1)=O)[CH3:2].O.C1(C)C=CC(S(O)(=O)=O)=CC=1.C(=O)([O-])O.[Na+]. (3) Given the product [CH3:1][C:2]1[C:3]2[NH:14][C:10](=[O:11])[CH2:9][NH:8][C:4]=2[N:5]=[CH:6][CH:7]=1, predict the reactants needed to synthesize it. The reactants are: [CH3:1][C:2]1[CH:7]=[CH:6][N:5]=[C:4]([NH:8][CH2:9][C:10](OC)=[O:11])[C:3]=1[N+:14]([O-])=O.